This data is from Full USPTO retrosynthesis dataset with 1.9M reactions from patents (1976-2016). The task is: Predict the reactants needed to synthesize the given product. (1) Given the product [CH3:41][C:42]1[S:43][C:4]([S:10]([NH:13][C:14]([NH:16][CH2:17][CH2:18][C:19]2[CH:20]=[CH:21][C:22]([N:25]3[C:29]([CH3:30])=[C:28]([C:31]4[CH:32]=[CH:33][CH:34]=[CH:35][CH:36]=4)[C:27]([C:37]([F:38])([F:40])[F:39])=[N:26]3)=[CH:23][CH:24]=2)=[O:15])(=[O:11])=[O:12])=[C:3]([CH3:8])[N:46]=1, predict the reactants needed to synthesize it. The reactants are: [Na].F[C:3]1[CH:8]=C(F)C=C[C:4]=1[S:10]([NH:13][C:14]([NH:16][CH2:17][CH2:18][C:19]1[CH:24]=[CH:23][C:22]([N:25]2[C:29]([CH3:30])=[C:28]([C:31]3[CH:36]=[CH:35][CH:34]=[CH:33][CH:32]=3)[C:27]([C:37]([F:40])([F:39])[F:38])=[N:26]2)=[CH:21][CH:20]=1)=[O:15])(=[O:12])=[O:11].[CH3:41][C:42]1[S:43]C(S(N)(=O)=O)=C(C)[N:46]=1. (2) Given the product [Cl:1][C:2]1[C:10]2[N:9]=[C:8]3[N:11]([C:15]4[C:16]([CH3:23])=[N:17][C:18]([O:21][CH3:22])=[CH:19][CH:20]=4)[CH2:12][CH2:13][CH2:14][N:7]3[C:6]=2[C:5]([CH:24]([O:29][CH3:32])[C:25]([F:26])([F:28])[F:27])=[CH:4][CH:3]=1, predict the reactants needed to synthesize it. The reactants are: [Cl:1][C:2]1[C:10]2[N:9]=[C:8]3[N:11]([C:15]4[C:16]([CH3:23])=[N:17][C:18]([O:21][CH3:22])=[CH:19][CH:20]=4)[CH2:12][CH2:13][CH2:14][N:7]3[C:6]=2[C:5]([CH:24]([OH:29])[C:25]([F:28])([F:27])[F:26])=[CH:4][CH:3]=1.[H-].[Na+].[CH3:32]I. (3) Given the product [NH2:1][C:2]1[S:3][CH:4]=[C:5]2[C:10]=1[C:9](=[O:11])[N:8]([C:12]1[CH:17]=[CH:16][C:15]([F:42])=[CH:14][CH:13]=1)[N:7]=[C:6]2[C:19]([NH:21][CH:22]([CH3:24])[CH3:23])=[O:20], predict the reactants needed to synthesize it. The reactants are: [NH2:1][C:2]1[S:3][CH:4]=[C:5]2[C:10]=1[C:9](=[O:11])[N:8]([C:12]1[CH:17]=[CH:16][C:15](Cl)=[CH:14][CH:13]=1)[N:7]=[C:6]2[C:19]([NH:21][CH:22]([CH3:24])[CH3:23])=[O:20].NC1SC=C2C=1C(=O)N(C1C=CC([F:42])=CC=1)N=C2C(O)=O. (4) The reactants are: [H-].[Na+].CN(C)C=O.[CH3:8][C:9]1[O:13][N:12]=[C:11]([NH:14][S:15]([C:18]2[CH:22]=[C:21]([CH3:23])[S:20][C:19]=2[Br:24])(=[O:17])=[O:16])[CH:10]=1.[CH2:25]([O:27][CH2:28]Cl)[CH3:26]. Given the product [CH2:25]([O:27][CH2:28][N:14]([C:11]1[CH:10]=[C:9]([CH3:8])[O:13][N:12]=1)[S:15]([C:18]1[CH:22]=[C:21]([CH3:23])[S:20][C:19]=1[Br:24])(=[O:16])=[O:17])[CH3:26], predict the reactants needed to synthesize it. (5) Given the product [F:1][C:2]1[CH:7]=[CH:6][C:5]([F:8])=[CH:4][C:3]=1[N:9]1[CH:13]=[CH:12][C:11]([NH:14][C:26](=[O:27])[CH2:25][C@H:23]2[CH2:22][CH2:21][N:20]3[C:16](=[O:15])[O:17][CH2:18][C@H:19]3[CH2:24]2)=[N:10]1, predict the reactants needed to synthesize it. The reactants are: [F:1][C:2]1[CH:7]=[CH:6][C:5]([F:8])=[CH:4][C:3]=1[N:9]1[CH:13]=[CH:12][C:11]([NH2:14])=[N:10]1.[O:15]=[C:16]1[N:20]2[CH2:21][CH2:22][C@H:23]([CH2:25][C:26](O)=[O:27])[CH2:24][C@@H:19]2[CH2:18][O:17]1.